From a dataset of Reaction yield outcomes from USPTO patents with 853,638 reactions. Predict the reaction yield, written as a fraction of the theoretical maximum amount of product (1.0 means a 100% yield; for example, 0.34 means a 34% yield). (1) The reactants are [Cl:1][CH2:2][C:3](=[O:9])[CH2:4][C:5]([O:7][CH3:8])=[O:6].[CH2:10](O)[CH2:11]C. The catalyst is CN(C)C1C=CN=CC=1.C1(C)C=CC=CC=1. The product is [Cl:1][CH2:2][C:3](=[O:9])[CH2:4][C:5]([O:7][CH2:8][CH2:10][CH3:11])=[O:6]. The yield is 0.480. (2) The reactants are [OH-].[Na+].[CH2:3]([NH:7][C:8](=[O:13])[O:9][CH2:10][C:11]#[CH:12])[CH2:4][CH2:5][CH3:6].[I:14]I.ClCl. The catalyst is CO.O. The product is [CH2:3]([NH:7][C:8](=[O:13])[O:9][CH2:10][C:11]#[C:12][I:14])[CH2:4][CH2:5][CH3:6]. The yield is 0.790. (3) The reactants are [NH2:1][C:2]1[C:3]([C:29]([O:31]CC)=O)=[N:4][C:5]([C:13]2[CH:18]=[CH:17][CH:16]=[C:15]([C:19]#[C:20][C@:21]3([OH:28])[CH2:25][CH2:24][N:23]([CH3:26])[C:22]3=[O:27])[CH:14]=2)=[N:6][C:7]=1[N:8]1[CH:12]=[CH:11][CH:10]=[N:9]1.[NH3:34]. No catalyst specified. The product is [NH2:1][C:2]1[C:3]([C:29]([NH2:34])=[O:31])=[N:4][C:5]([C:13]2[CH:18]=[CH:17][CH:16]=[C:15]([C:19]#[C:20][C@:21]3([OH:28])[CH2:25][CH2:24][N:23]([CH3:26])[C:22]3=[O:27])[CH:14]=2)=[N:6][C:7]=1[N:8]1[CH:12]=[CH:11][CH:10]=[N:9]1. The yield is 0.140. (4) The reactants are [N+:1]([O-:4])([O-])=[O:2].[K+].[Cl:6][C:7]1[CH:12]=[CH:11][C:10]([F:13])=[CH:9][C:8]=1[O:14][CH3:15]. The catalyst is OS(O)(=O)=O. The product is [Cl:6][C:7]1[CH:12]=[C:11]([N+:1]([O-:4])=[O:2])[C:10]([F:13])=[CH:9][C:8]=1[O:14][CH3:15]. The yield is 0.860. (5) The reactants are [C:1](NC1C=CC(S(N=[N+]=[N-])(=O)=O)=CC=1)(=O)C.C(=O)([O-])[O-].[K+].[K+].O=C(C)CP(=O)(OC)OC.[CH3:33][C:34]([C:38]1[CH:39]=[C:40]([CH:45]=[CH:46][CH:47]=1)[C:41]([O:43][CH3:44])=[O:42])([CH3:37])[CH:35]=O. The catalyst is C(#N)C.CO. The product is [CH3:33][C:34]([C:38]1[CH:39]=[C:40]([CH:45]=[CH:46][CH:47]=1)[C:41]([O:43][CH3:44])=[O:42])([CH3:37])[C:35]#[CH:1]. The yield is 0.610. (6) The catalyst is C1COCC1. The product is [NH2:1][C:2]1[S:3][C:4]2[CH:10]=[C:9]([CH2:11][OH:12])[CH:8]=[CH:7][C:5]=2[N:6]=1. The yield is 0.460. The reactants are [NH2:1][C:2]1[S:3][C:4]2[CH:10]=[C:9]([C:11](OCC)=[O:12])[CH:8]=[CH:7][C:5]=2[N:6]=1.[H-].[H-].[H-].[H-].[Li+].[Al+3]. (7) The reactants are [NH2:1][C:2]1[CH:7]=[CH:6][C:5]([C:8]2[C:16]3[C:15]([NH2:17])=[N:14][CH:13]=[N:12][C:11]=3[S:10][C:9]=2[CH3:18])=[CH:4][CH:3]=1.[CH3:19][C:20]1[CH:21]=[C:22]([N:26]=[C:27]=[S:28])[CH:23]=[CH:24][CH:25]=1. The catalyst is CN(C=O)C. The product is [NH2:17][C:15]1[C:16]2[C:8]([C:5]3[CH:4]=[CH:3][C:2]([NH:1][C:27]([NH:26][C:22]4[CH:23]=[CH:24][CH:25]=[C:20]([CH3:19])[CH:21]=4)=[S:28])=[CH:7][CH:6]=3)=[C:9]([CH3:18])[S:10][C:11]=2[N:12]=[CH:13][N:14]=1. The yield is 0.800. (8) The reactants are [O:1]=[C:2]1[CH2:6][N:5](C(OC(C)(C)C)=O)[C@H:4]([C:14]([O:16][CH2:17][C:18]2[CH:23]=[CH:22][CH:21]=[CH:20][CH:19]=2)=[O:15])[CH2:3]1.[ClH:24]. The catalyst is O1CCCC1.O1CCOCC1. The product is [ClH:24].[O:1]=[C:2]1[CH2:6][NH:5][C@H:4]([C:14]([O:16][CH2:17][C:18]2[CH:23]=[CH:22][CH:21]=[CH:20][CH:19]=2)=[O:15])[CH2:3]1. The yield is 1.00.